Task: Predict the product of the given reaction.. Dataset: Forward reaction prediction with 1.9M reactions from USPTO patents (1976-2016) (1) Given the reactants [NH2:1][C:2]1[CH:10]=[CH:9][C:8]([I:11])=[CH:7][C:3]=1[C:4]([OH:6])=O.[F:12][C:13]([F:25])([F:24])[C:14](=O)[CH2:15][CH2:16][C:17]1[CH:22]=[CH:21][CH:20]=[CH:19][CH:18]=1.CS(O)(=O)=O.O=P12OP3(OP(OP(O3)(O1)=O)(=O)O2)=O.[OH-].[Na+].[NH4+].[OH-], predict the reaction product. The product is: [CH2:16]([C:15]1[C:14]([C:13]([F:12])([F:25])[F:24])=[N:1][C:2]2[C:3]([C:4]=1[OH:6])=[CH:7][C:8]([I:11])=[CH:9][CH:10]=2)[C:17]1[CH:22]=[CH:21][CH:20]=[CH:19][CH:18]=1. (2) Given the reactants [Cl-].[Na+].C(CC[CH:8]([CH:14]([C:19]#[N:20])[CH2:15][CH:16]([CH3:18])[CH3:17])[C:9]([O:11][CH2:12][CH3:13])=[O:10])(O)=O.CS(C)=O, predict the reaction product. The product is: [CH2:12]([O:11][C:9](=[O:10])[CH2:8][CH:14]([C:19]#[N:20])[CH2:15][CH:16]([CH3:17])[CH3:18])[CH3:13]. (3) Given the reactants Br[C:2]1[C:11]([CH3:12])=[C:10]2[C:5]([CH:6]=[CH:7][C:8]([CH3:13])=[N:9]2)=[CH:4][CH:3]=1.C([O:16][C:17](=[O:21])C([O-])=O)C.[K+].[OH-].[Na+], predict the reaction product. The product is: [CH3:13][C:8]1[CH:7]=[CH:6][C:5]2[C:10](=[C:11]([CH3:12])[C:2]([C:17]([OH:21])=[O:16])=[CH:3][CH:4]=2)[N:9]=1. (4) Given the reactants [CH3:1][O:2][C:3]1[C:12]2[N:11]=[N:10][C:9]3=[C:13]([CH3:23])[N:14]=[C:15]([C:16]4[CH:17]=[N:18][CH:19]=[CH:20][C:21]=4[CH3:22])[N:8]3[C:7]=2[CH:6]=[C:5]([OH:24])[CH:4]=1.C(=O)([O-])[O-].[Cs+].[Cs+].Cl[C:32]([F:37])([F:36])C([O-])=O.[Na+].CN(C=O)C, predict the reaction product. The product is: [F:36][CH:32]([F:37])[O:24][C:5]1[CH:4]=[C:3]([O:2][CH3:1])[C:12]2[N:11]=[N:10][C:9]3=[C:13]([CH3:23])[N:14]=[C:15]([C:16]4[CH:17]=[N:18][CH:19]=[CH:20][C:21]=4[CH3:22])[N:8]3[C:7]=2[CH:6]=1. (5) Given the reactants Br[C:2]1[C:3]([C:14]2[S:15][CH:16]=[C:17]([C:19]([F:22])([F:21])[F:20])[N:18]=2)=[CH:4][C:5]([NH:8][C:9]([NH:11][CH2:12][CH3:13])=[O:10])=[N:6][CH:7]=1.[CH3:23][C:24]1([CH3:40])[C:28]([CH3:30])([CH3:29])[O:27][B:26]([B:26]2[O:27][C:28]([CH3:30])([CH3:29])[C:24]([CH3:40])([CH3:23])[O:25]2)[O:25]1.C([O-])(=O)C.[K+].C(NC(NC1N=CC(B(O)O)=C(C2SC=C(C(F)(F)F)N=2)C=1)=O)C.C(N(C1C=C(C2SC=C(C(F)(F)F)N=2)C=CN=1)C(N)=O)C, predict the reaction product. The product is: [CH2:12]([NH:11][C:9]([NH:8][C:5]1[CH:4]=[C:3]([C:14]2[S:15][CH:16]=[C:17]([C:19]([F:22])([F:21])[F:20])[N:18]=2)[C:2]([B:26]2[O:27][C:28]([CH3:30])([CH3:29])[C:24]([CH3:40])([CH3:23])[O:25]2)=[CH:7][N:6]=1)=[O:10])[CH3:13]. (6) Given the reactants [H-].[Na+].[C:3]1([CH2:9][O:10][C:11]([NH:13][C:14]2([C:17]([O:19][CH3:20])=[O:18])[CH2:16][CH2:15]2)=[O:12])[CH:8]=[CH:7][CH:6]=[CH:5][CH:4]=1.I[CH3:22], predict the reaction product. The product is: [CH3:22][N:13]([C:11]([O:10][CH2:9][C:3]1[CH:4]=[CH:5][CH:6]=[CH:7][CH:8]=1)=[O:12])[C:14]1([C:17]([O:19][CH3:20])=[O:18])[CH2:16][CH2:15]1. (7) Given the reactants [F:1][C:2]1[CH:3]=[C:4]([CH2:10][CH2:11][C:12]2[N:13]=[C:14]([NH:17][C:18](=[O:20])[CH3:19])[S:15][CH:16]=2)[CH:5]=[CH:6][C:7]=1[CH2:8][OH:9].[C:21]([N:28]1C=CN=C1)(N1C=CN=C1)=[O:22].[C:33]([O:37][C:38]([CH3:41])([CH3:40])[CH3:39])(=[O:36])[NH:34]N.Cl, predict the reaction product. The product is: [NH:28]([C:21]([O:9][CH2:8][C:7]1[CH:6]=[CH:5][C:4]([CH2:10][CH2:11][C:12]2[N:13]=[C:14]([NH:17][C:18](=[O:20])[CH3:19])[S:15][CH:16]=2)=[CH:3][C:2]=1[F:1])=[O:22])[NH:34][C:33]([O:37][C:38]([CH3:41])([CH3:40])[CH3:39])=[O:36].